Dataset: Forward reaction prediction with 1.9M reactions from USPTO patents (1976-2016). Task: Predict the product of the given reaction. (1) The product is: [CH2:22]([O:29][C:30]1[CH:31]=[C:32]([CH2:50][C:51]([CH3:56])([CH3:55])[CH2:52][C:53]#[N:54])[CH:33]=[CH:34][C:35]=1[N:36]1[CH2:40][C:39](=[O:41])[NH:38][S:37]1(=[O:49])=[O:48])[C:23]1[CH:24]=[CH:25][CH:26]=[CH:27][CH:28]=1. Given the reactants [N-]=C=O.CCCC[N+](CCCC)(CCCC)CCCC.[F-].[CH2:22]([O:29][C:30]1[CH:31]=[C:32]([CH2:50][C:51]([CH3:56])([CH3:55])[CH2:52][C:53]#[N:54])[CH:33]=[CH:34][C:35]=1[N:36]1[CH2:40][C:39](=[O:41])[N:38](CC[Si](C)(C)C)[S:37]1(=[O:49])=[O:48])[C:23]1[CH:28]=[CH:27][CH:26]=[CH:25][CH:24]=1, predict the reaction product. (2) Given the reactants [CH2:1]([C:3]1[C:8](=[O:9])[NH:7][C:6]([CH3:10])=[C:5]([C:11]2[CH:12]=[N:13][CH:14]=[C:15]([C:17]([OH:19])=O)[CH:16]=2)[CH:4]=1)[CH3:2].[C:20]([C@H:23]1[C@@H:28]([NH2:29])[CH2:27][CH:26]=[CH:25][CH2:24]1)(=[O:22])[NH2:21], predict the reaction product. The product is: [C:20]([C@H:23]1[C@@H:28]([NH:29][C:17]([C:15]2[CH:16]=[C:11]([C:5]3[CH:4]=[C:3]([CH2:1][CH3:2])[C:8](=[O:9])[NH:7][C:6]=3[CH3:10])[CH:12]=[N:13][CH:14]=2)=[O:19])[CH2:27][CH:26]=[CH:25][CH2:24]1)(=[O:22])[NH2:21].